From a dataset of Forward reaction prediction with 1.9M reactions from USPTO patents (1976-2016). Predict the product of the given reaction. (1) Given the reactants [CH2:1](Br)[C:2]1[CH:7]=[CH:6][CH:5]=[CH:4][CH:3]=1.[NH2:9][CH:10]([CH:16]1[CH2:21][CH2:20][O:19][CH2:18][CH2:17]1)[C:11]([O:13][CH2:14][CH3:15])=[O:12].C(=O)([O-])[O-].[K+].[K+].O, predict the reaction product. The product is: [CH2:1]([NH:9][CH:10]([CH:16]1[CH2:17][CH2:18][O:19][CH2:20][CH2:21]1)[C:11]([O:13][CH2:14][CH3:15])=[O:12])[C:2]1[CH:7]=[CH:6][CH:5]=[CH:4][CH:3]=1. (2) Given the reactants Br[C:2]1[CH:7]=[CH:6][N:5]2[C:8]([C:11]([O:13][CH2:14][CH3:15])=[O:12])=[CH:9][N:10]=[C:4]2[CH:3]=1.[O:16]1[CH2:21][CH2:20][N:19]([CH2:22][CH2:23][OH:24])[CH2:18][CH2:17]1, predict the reaction product. The product is: [O:16]1[CH2:21][CH2:20][N:19]([CH2:22][CH2:23][O:24][C:2]2[CH:7]=[CH:6][N:5]3[C:8]([C:11]([O:13][CH2:14][CH3:15])=[O:12])=[CH:9][N:10]=[C:4]3[CH:3]=2)[CH2:18][CH2:17]1. (3) Given the reactants [CH3:1][C:2]1[S:6][C:5]([CH:7]=O)=[N:4][N:3]=1.[CH2:9]([NH2:11])[CH3:10], predict the reaction product. The product is: [CH2:9]([NH:11][CH2:7][C:5]1[S:6][C:2]([CH3:1])=[N:3][N:4]=1)[CH3:10]. (4) Given the reactants [CH2:1]([O:3][C:4](=[O:15])[CH:5]([NH:7][CH2:8][C:9]1[CH:14]=[CH:13][CH:12]=[CH:11][CH:10]=1)[CH3:6])[CH3:2].[O-]S([O-])(=O)=O.[Mg+2].[Cl:22][CH2:23][CH:24]=O.C(O)(=O)C.C(O[BH-](OC(=O)C)OC(=O)C)(=O)C.[Na+], predict the reaction product. The product is: [CH2:1]([O:3][C:4](=[O:15])[CH:5]([N:7]([CH2:8][C:9]1[CH:14]=[CH:13][CH:12]=[CH:11][CH:10]=1)[CH2:24][CH2:23][Cl:22])[CH3:6])[CH3:2]. (5) Given the reactants Cl[C:2]1[N:7]=[N:6][C:5]([C:8]2[C:16]3[C:11](=[N:12][CH:13]=[CH:14][CH:15]=3)[N:10]([CH2:17][C:18]3[CH:23]=[CH:22][CH:21]=[CH:20][C:19]=3[F:24])[N:9]=2)=[N:4][C:3]=1[NH2:25].[N:26]1[CH:31]=[CH:30][CH:29]=[C:28](B(O)O)[CH:27]=1.C(=O)([O-])[O-].[K+].[K+].C1(P(C2CCCCC2)C2CCCCC2)CCCCC1, predict the reaction product. The product is: [F:24][C:19]1[CH:20]=[CH:21][CH:22]=[CH:23][C:18]=1[CH2:17][N:10]1[C:11]2=[N:12][CH:13]=[CH:14][CH:15]=[C:16]2[C:8]([C:5]2[N:6]=[N:7][C:2]([C:28]3[CH:27]=[N:26][CH:31]=[CH:30][CH:29]=3)=[C:3]([NH2:25])[N:4]=2)=[N:9]1. (6) Given the reactants [CH3:1][O:2][C:3](=[O:24])[CH:4]([C:9]1[CH:14]=[C:13]([Cl:15])[CH:12]=[C:11]([O:16][CH2:17][C:18]2[CH:23]=[CH:22][CH:21]=[CH:20][CH:19]=2)[CH:10]=1)C(OC)=O.[Cl-].[Li+].O, predict the reaction product. The product is: [CH3:1][O:2][C:3](=[O:24])[CH2:4][C:9]1[CH:14]=[C:13]([Cl:15])[CH:12]=[C:11]([O:16][CH2:17][C:18]2[CH:23]=[CH:22][CH:21]=[CH:20][CH:19]=2)[CH:10]=1. (7) Given the reactants [CH2:1]([O:8][C:9]1[CH:14]=[C:13]([O:15][CH3:16])[CH:12]=[CH:11][C:10]=1[CH:17]1[CH2:21][N:20]([C:22]2[CH:23]=[C:24]([CH:27]=[CH:28][CH:29]=2)[C:25]#[N:26])[C:19](=[O:30])[CH2:18]1)[C:2]1[CH:7]=[CH:6][CH:5]=[CH:4][CH:3]=1.[OH-:31].[Na+].OO, predict the reaction product. The product is: [CH2:1]([O:8][C:9]1[CH:14]=[C:13]([O:15][CH3:16])[CH:12]=[CH:11][C:10]=1[CH:17]1[CH2:21][N:20]([C:22]2[CH:23]=[C:24]([CH:27]=[CH:28][CH:29]=2)[C:25]([NH2:26])=[O:31])[C:19](=[O:30])[CH2:18]1)[C:2]1[CH:7]=[CH:6][CH:5]=[CH:4][CH:3]=1.